From a dataset of Forward reaction prediction with 1.9M reactions from USPTO patents (1976-2016). Predict the product of the given reaction. (1) Given the reactants [NH2:1][C:2]1[CH:3]=[C:4]([CH:9]=[C:10]([N+:13]([O-:15])=[O:14])[C:11]=1[NH2:12])[C:5]([O:7][CH3:8])=[O:6].C([O-])([O-])=O.[K+].[K+].[CH2:22](I)[CH3:23], predict the reaction product. The product is: [NH2:12][C:11]1[C:10]([N+:13]([O-:15])=[O:14])=[CH:9][C:4]([C:5]([O:7][CH3:8])=[O:6])=[CH:3][C:2]=1[NH:1][CH2:22][CH3:23]. (2) Given the reactants [N:1]1[N:2]2[CH:9]=[CH:8][N:7]=[C:3]2[N:4]=[CH:5][CH:6]=1.C([O-])(=O)C.[Na+].[Br:15]Br, predict the reaction product. The product is: [Br:15][C:9]1[N:2]2[N:1]=[CH:6][CH:5]=[N:4][C:3]2=[N:7][CH:8]=1. (3) Given the reactants [BH4-].[Na+].[CH3:3][CH2:4][CH2:5][C:6]#[C:7][CH2:8][CH2:9][CH3:10].[H][H].[CH3:13][CH2:14][CH2:15]/[CH:16]=[CH:17]\[CH2:18][CH2:19][CH3:20], predict the reaction product. The product is: [CH3:3][CH2:4][CH2:5]/[CH:6]=[CH:7]/[CH2:8][CH2:9][CH3:10].[CH3:13][CH2:14]/[CH:15]=[CH:16]/[CH2:17][CH2:18][CH2:19][CH3:20].[CH3:3]/[CH:4]=[CH:5]\[CH2:6][CH2:7][CH2:8][CH2:9][CH3:10].[CH3:3][CH2:4][CH2:5][CH2:6][CH2:7][CH2:8][CH2:9][CH3:10]. (4) Given the reactants C[Si](C)(C)[C:3]#[C:4][C:5]1[CH:6]=[CH:7][C:8]2[S:13][CH2:12][CH2:11][C:10](=[O:14])[C:9]=2[CH:15]=1.C([O-])([O-])=O.[K+].[K+], predict the reaction product. The product is: [C:4]([C:5]1[CH:6]=[CH:7][C:8]2[S:13][CH2:12][CH2:11][C:10](=[O:14])[C:9]=2[CH:15]=1)#[CH:3].